Dataset: Forward reaction prediction with 1.9M reactions from USPTO patents (1976-2016). Task: Predict the product of the given reaction. (1) Given the reactants Br[C:2]1[CH:7]=[CH:6][C:5]([C:8]([F:11])([F:10])[F:9])=[CH:4][C:3]=1[N:12]1[CH2:17][CH2:16][O:15][CH2:14][CH2:13]1.CC1(C)C(C)(C)OB([C:26]2[CH:35]=[CH:34][CH:33]=[C:32]3[C:27]=2[CH2:28][CH2:29][N:30]([S:36]([NH:39][C:40]2[S:44][N:43]=[CH:42][N:41]=2)(=[O:38])=[O:37])[CH2:31]3)O1.P([O-])([O-])([O-])=O.[K+].[K+].[K+], predict the reaction product. The product is: [O:15]1[CH2:16][CH2:17][N:12]([C:3]2[CH:4]=[C:5]([C:8]([F:11])([F:10])[F:9])[CH:6]=[CH:7][C:2]=2[C:26]2[CH:35]=[CH:34][CH:33]=[C:32]3[C:27]=2[CH2:28][CH2:29][N:30]([S:36]([NH:39][C:40]2[S:44][N:43]=[CH:42][N:41]=2)(=[O:37])=[O:38])[CH2:31]3)[CH2:13][CH2:14]1. (2) Given the reactants [Cl:1][C:2]1[CH:19]=[CH:18][C:5]2[N:6]3[CH:17]=[CH:16][CH:15]=[C:7]3[C:8]3([CH2:14][CH2:13][NH:12][CH2:11][CH2:10]3)[O:9][C:4]=2[CH:3]=1.CCN(CC)CC.[F:27][C:28]([F:39])([F:38])[C:29](O[C:29](=[O:30])[C:28]([F:39])([F:38])[F:27])=[O:30], predict the reaction product. The product is: [Cl:1][C:2]1[CH:19]=[CH:18][C:5]2[N:6]3[CH:17]=[CH:16][CH:15]=[C:7]3[C:8]3([CH2:10][CH2:11][N:12]([C:29](=[O:30])[C:28]([F:39])([F:38])[F:27])[CH2:13][CH2:14]3)[O:9][C:4]=2[CH:3]=1. (3) Given the reactants [CH2:1]([C:5]1[CH:10]=[CH:9][C:8]([C:11]2[O:15][N:14]=[C:13]([C:16]3[O:17][C:18]4[CH2:24][CH2:23][CH2:22][CH:21](O)[C:19]=4[CH:20]=3)[N:12]=2)=[CH:7][CH:6]=1)[CH:2]([CH3:4])[CH3:3].C(Br)(Br)(Br)Br.C1(P(C2C=CC=CC=2)C2C=CC=CC=2)C=CC=CC=1.Cl.[NH:51]1[CH2:54][CH:53]([C:55]([O:57][CH2:58][CH3:59])=[O:56])[CH2:52]1.C(N(CC)C(C)C)(C)C, predict the reaction product. The product is: [CH2:1]([C:5]1[CH:6]=[CH:7][C:8]([C:11]2[O:15][N:14]=[C:13]([C:16]3[O:17][C:18]4[CH2:24][CH2:23][CH2:22][CH:21]([N:51]5[CH2:54][CH:53]([C:55]([O:57][CH2:58][CH3:59])=[O:56])[CH2:52]5)[C:19]=4[CH:20]=3)[N:12]=2)=[CH:9][CH:10]=1)[CH:2]([CH3:4])[CH3:3]. (4) Given the reactants [CH3:1][N:2]1[C:14]2[C:13]3[CH:12]=[C:11]([O:15][CH2:16][C:17]([O:19]CC)=[O:18])[CH:10]=[CH:9][C:8]=3[N:7]=[CH:6][C:5]=2[N:4]=[C:3]1[CH3:22].[OH-].[K+].CO, predict the reaction product. The product is: [CH3:1][N:2]1[C:14]2[C:13]3[CH:12]=[C:11]([O:15][CH2:16][C:17]([OH:19])=[O:18])[CH:10]=[CH:9][C:8]=3[N:7]=[CH:6][C:5]=2[N:4]=[C:3]1[CH3:22]. (5) Given the reactants [Si]([O:8][CH2:9][C@@H:10]([O:21][Si:22]([C:25]([CH3:28])([CH3:27])[CH3:26])([CH3:24])[CH3:23])[C@@H:11]([NH:14][S@](C(C)(C)C)=O)[CH:12]=[CH2:13])(C(C)(C)C)(C)C.CCO.Cl.[CH3:33][C:34]([O:37][C:38](O[C:38]([O:37][C:34]([CH3:36])([CH3:35])[CH3:33])=[O:39])=[O:39])([CH3:36])[CH3:35], predict the reaction product. The product is: [Si:22]([O:21][C@@H:10]([C@@H:11]([NH:14][C:38](=[O:39])[O:37][C:34]([CH3:36])([CH3:35])[CH3:33])[CH:12]=[CH2:13])[CH2:9][OH:8])([C:25]([CH3:26])([CH3:27])[CH3:28])([CH3:23])[CH3:24]. (6) Given the reactants C([N:4]1[CH2:9][CH2:8][CH:7]([C:10]2[C:14]3[CH:15]=[C:16]([O:19][CH3:20])[CH:17]=[CH:18][C:13]=3[O:12][N:11]=2)[CH2:6][CH2:5]1)(=O)C.[ClH:21], predict the reaction product. The product is: [ClH:21].[CH3:20][O:19][C:16]1[CH:17]=[CH:18][C:13]2[O:12][N:11]=[C:10]([CH:7]3[CH2:8][CH2:9][NH:4][CH2:5][CH2:6]3)[C:14]=2[CH:15]=1.